Dataset: Merck oncology drug combination screen with 23,052 pairs across 39 cell lines. Task: Regression. Given two drug SMILES strings and cell line genomic features, predict the synergy score measuring deviation from expected non-interaction effect. (1) Drug 1: CN1C(=O)C=CC2(C)C3CCC4(C)C(NC(=O)OCC(F)(F)F)CCC4C3CCC12. Drug 2: NC(=O)c1cccc2cn(-c3ccc(C4CCCNC4)cc3)nc12. Cell line: NCIH23. Synergy scores: synergy=-0.113. (2) Drug 1: CC(C)CC(NC(=O)C(Cc1ccccc1)NC(=O)c1cnccn1)B(O)O. Drug 2: CC1(c2nc3c(C(N)=O)cccc3[nH]2)CCCN1. Cell line: LOVO. Synergy scores: synergy=1.04. (3) Drug 1: CCC1=CC2CN(C1)Cc1c([nH]c3ccccc13)C(C(=O)OC)(c1cc3c(cc1OC)N(C)C1C(O)(C(=O)OC)C(OC(C)=O)C4(CC)C=CCN5CCC31C54)C2. Drug 2: CC(C)CC(NC(=O)C(Cc1ccccc1)NC(=O)c1cnccn1)B(O)O. Cell line: LNCAP. Synergy scores: synergy=-15.6. (4) Drug 1: O=c1[nH]cc(F)c(=O)[nH]1. Drug 2: Cn1nnc2c(C(N)=O)ncn2c1=O. Cell line: LNCAP. Synergy scores: synergy=-16.1. (5) Drug 1: N#Cc1ccc(Cn2cncc2CN2CCN(c3cccc(Cl)c3)C(=O)C2)cc1. Drug 2: Cn1nnc2c(C(N)=O)ncn2c1=O. Cell line: HCT116. Synergy scores: synergy=-9.16. (6) Drug 1: CS(=O)(=O)CCNCc1ccc(-c2ccc3ncnc(Nc4ccc(OCc5cccc(F)c5)c(Cl)c4)c3c2)o1. Drug 2: C#Cc1cccc(Nc2ncnc3cc(OCCOC)c(OCCOC)cc23)c1. Cell line: VCAP. Synergy scores: synergy=2.48. (7) Drug 1: C=CCn1c(=O)c2cnc(Nc3ccc(N4CCN(C)CC4)cc3)nc2n1-c1cccc(C(C)(C)O)n1. Drug 2: O=C(NOCC(O)CO)c1ccc(F)c(F)c1Nc1ccc(I)cc1F. Cell line: RPMI7951. Synergy scores: synergy=13.4. (8) Drug 1: N.N.O=C(O)C1(C(=O)O)CCC1.[Pt]. Drug 2: C=CCn1c(=O)c2cnc(Nc3ccc(N4CCN(C)CC4)cc3)nc2n1-c1cccc(C(C)(C)O)n1. Cell line: NCIH460. Synergy scores: synergy=4.23. (9) Drug 1: O=P1(N(CCCl)CCCl)NCCCO1. Drug 2: O=C(CCCCCCC(=O)Nc1ccccc1)NO. Cell line: MSTO. Synergy scores: synergy=10.4.